Dataset: Catalyst prediction with 721,799 reactions and 888 catalyst types from USPTO. Task: Predict which catalyst facilitates the given reaction. (1) Reactant: [F:1][C:2]1[CH:15]=[C:14]([N+:16]([O-:18])=[O:17])[CH:13]=[CH:12][C:3]=1[O:4][C:5]1[CH:10]=[CH:9][N:8]=[C:7]([NH2:11])[CH:6]=1.[CH2:19]([N:21]([CH2:24][CH3:25])[CH2:22][CH3:23])C.ClC([O:29][C:30]1C=CC=CC=1)=O.[CH3:36][NH:37][CH:38]1CCN(C)CC1. Product: [F:1][C:2]1[CH:15]=[C:14]([N+:16]([O-:18])=[O:17])[CH:13]=[CH:12][C:3]=1[O:4][C:5]1[CH:10]=[CH:9][N:8]=[C:7]([NH:11][C:30](=[O:29])[N:37]([CH3:38])[CH:36]2[CH2:25][CH2:24][N:21]([CH3:19])[CH2:22][CH2:23]2)[CH:6]=1. The catalyst class is: 213. (2) Reactant: C(Cl)(=O)C(Cl)=O.CS(C)=O.[CH2:11]([N:18]1[C:27]([CH2:28][OH:29])=[C:26]([C:30]2[CH:35]=[CH:34][CH:33]=[CH:32][CH:31]=2)[C:25]2[C:20](=[CH:21][CH:22]=[C:23]([Br:36])[CH:24]=2)[C:19]1=[O:37])[C:12]1[CH:17]=[CH:16][CH:15]=[CH:14][CH:13]=1.C(N(CC)CC)C. Product: [CH2:11]([N:18]1[C:27]([CH:28]=[O:29])=[C:26]([C:30]2[CH:31]=[CH:32][CH:33]=[CH:34][CH:35]=2)[C:25]2[C:20](=[CH:21][CH:22]=[C:23]([Br:36])[CH:24]=2)[C:19]1=[O:37])[C:12]1[CH:13]=[CH:14][CH:15]=[CH:16][CH:17]=1. The catalyst class is: 20. (3) Reactant: [CH2:1]([O:3][C:4](=[O:17])[CH2:5][N:6]1[C:14]2[C:9](=[CH:10][C:11]([F:15])=[CH:12][CH:13]=2)[CH:8]=[C:7]1[CH3:16])[CH3:2].[CH:18]1([S:24]([C:27]2[CH:34]=[CH:33][CH:32]=[CH:31][C:28]=2[CH:29]=O)(=[O:26])=[O:25])[CH2:23][CH2:22][CH2:21][CH2:20][CH2:19]1.C([SiH](CC)CC)C.C(O)(C(F)(F)F)=O.C([O-])(O)=O.[Na+]. Product: [CH:18]1([S:24]([C:27]2[CH:34]=[CH:33][CH:32]=[CH:31][C:28]=2[CH2:29][C:8]2[C:9]3[C:14](=[CH:13][CH:12]=[C:11]([F:15])[CH:10]=3)[N:6]([CH2:5][C:4]([O:3][CH2:1][CH3:2])=[O:17])[C:7]=2[CH3:16])(=[O:25])=[O:26])[CH2:19][CH2:20][CH2:21][CH2:22][CH2:23]1. The catalyst class is: 4. (4) Reactant: [CH:1]1([C@@H:7]2[NH:29][C:28](=[O:30])[O:27][CH2:26][C:25]([CH3:32])([CH3:31])[CH2:24][CH2:23][CH2:22][C:21]3[CH:33]=[C:34]4[C:18](=[C:19]([CH:37]=[CH2:38])[C:20]=3[O:35][CH3:36])[N:17]=[C:16]([O:39][CH2:40][CH3:41])[CH:15]=[C:14]4[O:13][C@H:12]3[CH2:42][N:9]([C@H:10]([C:43]([O:45][CH3:46])=[O:44])[CH2:11]3)[C:8]2=[O:47])[CH2:6][CH2:5][CH2:4][CH2:3][CH2:2]1. Product: [CH:1]1([C@@H:7]2[NH:29][C:28](=[O:30])[O:27][CH2:26][C:25]([CH3:32])([CH3:31])[CH2:24][CH2:23][CH2:22][C:21]3[CH:33]=[C:34]4[C:18](=[C:19]([CH2:37][CH3:38])[C:20]=3[O:35][CH3:36])[N:17]=[C:16]([O:39][CH2:40][CH3:41])[CH:15]=[C:14]4[O:13][C@H:12]3[CH2:42][N:9]([C@H:10]([C:43]([O:45][CH3:46])=[O:44])[CH2:11]3)[C:8]2=[O:47])[CH2:2][CH2:3][CH2:4][CH2:5][CH2:6]1. The catalyst class is: 50. (5) Reactant: [CH3:1][N:2]1[C:7](=O)[C:6]2=[C:9]([NH:23][C:24]3[CH:29]=[CH:28][CH:27]=[CH:26][CH:25]=3)[N:10]([CH2:12][C:13]3[CH:18]=[CH:17][C:16]([C:19]([F:22])([F:21])[F:20])=[CH:15][CH:14]=3)[N:11]=[C:5]2[N:4]2[C@H:30]3[CH2:35][CH2:34][CH2:33][C@H:31]3[N:32]=[C:3]12.P12(SP3(SP(SP(S3)(S1)=S)(=S)S2)=S)=[S:37]. Product: [CH3:1][N:2]1[C:7](=[S:37])[C:6]2=[C:9]([NH:23][C:24]3[CH:29]=[CH:28][CH:27]=[CH:26][CH:25]=3)[N:10]([CH2:12][C:13]3[CH:18]=[CH:17][C:16]([C:19]([F:22])([F:21])[F:20])=[CH:15][CH:14]=3)[N:11]=[C:5]2[N:4]2[C@H:30]3[CH2:35][CH2:34][CH2:33][C@H:31]3[N:32]=[C:3]12. The catalyst class is: 12. (6) Reactant: [CH3:1][O:2][C:3](=[O:39])[CH2:4][O:5][C:6]1[CH:15]=[CH:14][C:13]([F:16])=[C:12]2[C:7]=1[C:8]([O:35][CH:36]([F:38])[F:37])=[C:9]([CH2:19][C:20]1[CH:25]=[CH:24][C:23]([B:26]3[O:30]C(C)(C)C(C)(C)[O:27]3)=[CH:22][CH:21]=1)[C:10]([CH2:17][CH3:18])=[N:11]2.I([O-])(=O)(=O)=O.[Na+].C([O-])(=O)C.[NH4+].CC(C)=O. Product: [F:38][CH:36]([F:37])[O:35][C:8]1[C:7]2[C:12](=[C:13]([F:16])[CH:14]=[CH:15][C:6]=2[O:5][CH2:4][C:3]([O:2][CH3:1])=[O:39])[N:11]=[C:10]([CH2:17][CH3:18])[C:9]=1[CH2:19][C:20]1[CH:21]=[CH:22][C:23]([B:26]([OH:30])[OH:27])=[CH:24][CH:25]=1. The catalyst class is: 6. (7) Reactant: [H-].[Na+].[F:3][S:4]([F:38])([F:37])([F:36])([F:35])[C:5]1[CH:10]=[CH:9][C:8](/[CH:11]=[CH:12]/[C:13]2[O:14][CH:15]=[C:16]([CH2:18][O:19][C:20]3[CH:25]=[CH:24][C:23]([CH2:26][CH2:27][CH2:28][CH2:29][C:30]4[N:31]=[N:32][NH:33][N:34]=4)=[CH:22][CH:21]=3)[N:17]=2)=[CH:7][CH:6]=1.Br[CH2:40][CH2:41][OH:42]. Product: [F:38][S:4]([F:35])([F:3])([F:36])([F:37])[C:5]1[CH:6]=[CH:7][C:8]([CH:11]=[CH:12][C:13]2[O:14][CH:15]=[C:16]([CH2:18][O:19][C:20]3[CH:21]=[CH:22][C:23]([CH2:26][CH2:27][CH2:28][CH2:29][C:30]4[N:34]([CH2:40][CH2:41][OH:42])[N:33]=[N:32][N:31]=4)=[CH:24][CH:25]=3)[N:17]=2)=[CH:9][CH:10]=1.[F:38][S:4]([F:35])([F:3])([F:36])([F:37])[C:5]1[CH:6]=[CH:7][C:8]([CH:11]=[CH:12][C:13]2[O:14][CH:15]=[C:16]([CH2:18][O:19][C:20]3[CH:21]=[CH:22][C:23]([CH2:26][CH2:27][CH2:28][CH2:29][C:30]4[N:31]=[N:32][N:33]([CH2:40][CH2:41][OH:42])[N:34]=4)=[CH:24][CH:25]=3)[N:17]=2)=[CH:9][CH:10]=1. The catalyst class is: 3. (8) Reactant: [CH3:1][O:2][C:3]1[CH:18]=[CH:17][C:6]([CH2:7][O:8][C:9]2[CH:14]=[C:13](I)[CH:12]=[CH:11][C:10]=2[Cl:16])=[CH:5][CH:4]=1.C([Mg]Cl)(C)C.[B:24](OC(C)C)([O:29]C(C)C)[O:25]C(C)C.Cl. Product: [CH3:1][O:2][C:3]1[CH:18]=[CH:17][C:6]([CH2:7][O:8][C:9]2[CH:14]=[C:13]([B:24]([OH:29])[OH:25])[CH:12]=[CH:11][C:10]=2[Cl:16])=[CH:5][CH:4]=1. The catalyst class is: 773. (9) The catalyst class is: 183. Product: [Br:1][C:2]1[CH:3]=[C:4]2[C:8](=[CH:9][CH:10]=1)[CH:7]([NH2:11])[CH2:6][CH2:5]2. Reactant: [Br:1][C:2]1[CH:3]=[C:4]2[C:8](=[CH:9][CH:10]=1)/[C:7](=[N:11]/O)/[CH2:6][CH2:5]2.C(OCC)(=O)C. (10) Reactant: [F:1][C:2]1[CH:10]=[CH:9][C:8]2[C:4](=[C:5]3[NH:14][C:13](=[O:15])[CH:12]=[C:11]([CH:16]4[CH2:21][CH2:20][N:19](C(OC(C)(C)C)=O)[CH2:18][CH2:17]4)[N:6]3[N:7]=2)[C:3]=1[C:29]1[CH:34]=[CH:33][CH:32]=[CH:31][C:30]=1[F:35].[ClH:36]. Product: [ClH:36].[F:1][C:2]1[CH:10]=[CH:9][C:8]2[C:4](=[C:5]3[NH:14][C:13](=[O:15])[CH:12]=[C:11]([CH:16]4[CH2:17][CH2:18][NH:19][CH2:20][CH2:21]4)[N:6]3[N:7]=2)[C:3]=1[C:29]1[CH:34]=[CH:33][CH:32]=[CH:31][C:30]=1[F:35]. The catalyst class is: 12.